Dataset: Reaction yield outcomes from USPTO patents with 853,638 reactions. Task: Predict the reaction yield, written as a fraction of the theoretical maximum amount of product (1.0 means a 100% yield; for example, 0.34 means a 34% yield). (1) The reactants are [CH2:1]([S:3]([N:6]1[CH2:11][CH2:10][CH:9]([C:12]2[C:20]3[C:15](=[C:16]([C:30]([NH2:32])=[O:31])[CH:17]=[C:18]([C:21]4[CH:26]=[C:25]([CH:27]=O)[CH:24]=[CH:23][C:22]=4[F:29])[CH:19]=3)[NH:14][CH:13]=2)[CH2:8][CH2:7]1)(=[O:5])=[O:4])[CH3:2].[F:33][C:34]([F:38])([F:37])[CH2:35][NH2:36].[CH3:39][OH:40]. The catalyst is ClCCl.C(O)(=O)C. The product is [F:33][C:34]([F:38])([F:37])[C:39]([OH:4])=[O:40].[CH2:1]([S:3]([N:6]1[CH2:11][CH2:10][CH:9]([C:12]2[C:20]3[C:15](=[C:16]([C:30]([NH2:32])=[O:31])[CH:17]=[C:18]([C:21]4[CH:26]=[C:25]([CH2:27][NH:36][CH2:35][C:34]([F:38])([F:37])[F:33])[CH:24]=[CH:23][C:22]=4[F:29])[CH:19]=3)[NH:14][CH:13]=2)[CH2:8][CH2:7]1)(=[O:5])=[O:4])[CH3:2]. The yield is 0.240. (2) The reactants are [CH3:1][C:2]1[O:6][C:5]([C:7]2[CH:16]=[CH:15][C:10]([C:11]([O:13]C)=[O:12])=[CH:9][CH:8]=2)=[N:4][C:3]=1[CH2:17][S:18]([C:21]1[CH:26]=[CH:25][C:24]([CH2:27][N:28]2[CH2:33][CH2:32][O:31][CH2:30][CH2:29]2)=[CH:23][CH:22]=1)(=[O:20])=[O:19]. The catalyst is Cl. The product is [CH3:1][C:2]1[O:6][C:5]([C:7]2[CH:16]=[CH:15][C:10]([C:11]([OH:13])=[O:12])=[CH:9][CH:8]=2)=[N:4][C:3]=1[CH2:17][S:18]([C:21]1[CH:26]=[CH:25][C:24]([CH2:27][N:28]2[CH2:33][CH2:32][O:31][CH2:30][CH2:29]2)=[CH:23][CH:22]=1)(=[O:19])=[O:20]. The yield is 0.720. (3) The reactants are [F:1][C:2]([F:21])([F:20])[C:3](=O)[CH2:4][C:5]([C:7]1[CH:17]=[CH:16][C:10]2[O:11][CH2:12][C:13](=[O:15])[NH:14][C:9]=2[C:8]=1[CH3:18])=O.[F:22][C:23]1[CH:28]=[CH:27][C:26]([NH:29][NH2:30])=[C:25]([CH3:31])[CH:24]=1. The catalyst is C(N(CC)CC)C. The product is [F:22][C:23]1[CH:28]=[CH:27][C:26]([N:29]2[C:5]([C:7]3[CH:17]=[CH:16][C:10]4[O:11][CH2:12][C:13](=[O:15])[NH:14][C:9]=4[C:8]=3[CH3:18])=[CH:4][C:3]([C:2]([F:21])([F:20])[F:1])=[N:30]2)=[C:25]([CH3:31])[CH:24]=1. The yield is 0.160. (4) The reactants are [Cl:1][C:2]1[CH:6]=[N:5][N:4]([CH3:7])[C:3]=1[C:8]1[CH:9]=[C:10]([NH:16][C:17]([NH:19][C:20]2[CH:25]=[CH:24][C:23]([F:26])=[CH:22][C:21]=2[F:27])=[O:18])[CH:11]=[CH:12][C:13]=1[O:14]C.[Cl-].[Al+3].[Cl-].[Cl-].C(OCC)(=O)C. The catalyst is ClCCCl. The product is [Cl:1][C:2]1[CH:6]=[N:5][N:4]([CH3:7])[C:3]=1[C:8]1[CH:9]=[C:10]([NH:16][C:17]([NH:19][C:20]2[CH:25]=[CH:24][C:23]([F:26])=[CH:22][C:21]=2[F:27])=[O:18])[CH:11]=[CH:12][C:13]=1[OH:14]. The yield is 0.750. (5) The reactants are C[Al](C)C.[NH2:5][N:6]1[CH2:11][CH2:10][O:9][CH2:8][CH2:7]1.C[O:13][C:14](=O)[C:15]1[CH:20]=[CH:19][C:18]([O:21][CH2:22][C:23]2[C:24]([C:29]3[CH:34]=[CH:33][C:32]([F:35])=[CH:31][N:30]=3)=[N:25][O:26][C:27]=2[CH3:28])=[N:17][CH:16]=1.[C@H](O)(C([O-])=O)[C@@H](O)C([O-])=O.[Na+].[K+]. The catalyst is O1CCOCC1. The product is [F:35][C:32]1[CH:33]=[CH:34][C:29]([C:24]2[C:23]([CH2:22][O:21][C:18]3[CH:19]=[CH:20][C:15]([C:14]([NH:5][N:6]4[CH2:11][CH2:10][O:9][CH2:8][CH2:7]4)=[O:13])=[CH:16][N:17]=3)=[C:27]([CH3:28])[O:26][N:25]=2)=[N:30][CH:31]=1. The yield is 0.400. (6) The reactants are [CH3:1][O:2][C:3](=[O:9])[C@@H:4]([OH:8])[CH:5]([CH3:7])[CH3:6].C[Si]([N-][Si](C)(C)C)(C)C.[Na+].[CH3:20][CH:21]([CH:31]=[CH2:32])[CH2:22]OS(C(F)(F)F)(=O)=O.[Cl-].[NH4+]. The catalyst is O1CCCC1. The product is [CH3:1][O:2][C:3](=[O:9])[C@@H:4]([O:8][CH2:20][CH:21]([CH3:22])[CH:31]=[CH2:32])[CH:5]([CH3:7])[CH3:6]. The yield is 0.210. (7) The reactants are [Cl:1][C:2]1[N:7]=[CH:6][C:5]([OH:8])=[CH:4][N:3]=1.C([O-])([O-])=O.[Cs+].[Cs+].[F:15][CH2:16][CH2:17]I. The catalyst is CN(C=O)C.O. The product is [Cl:1][C:2]1[N:7]=[CH:6][C:5]([O:8][CH2:17][CH2:16][F:15])=[CH:4][N:3]=1. The yield is 0.270. (8) The reactants are [CH3:1][O:2][C:3]([C@@H:5]([N:13]1[CH2:21][C:17]2[CH:18]=[CH:19][S:20][C:16]=2[CH2:15][CH2:14]1)[C:6]1[CH:7]=[CH:8][CH:9]=[CH:10][C:11]=1[Cl:12])=[O:4].C(O)(=O)C.C[Si](C)(C)[Br:28].Br[SiH3]. The catalyst is C(OCC)(=O)C. The product is [CH3:1][O:2][C:3]([C@@H:5]([N:13]1[CH2:21][C:17]2[CH:18]=[CH:19][S:20][C:16]=2[CH2:15][CH2:14]1)[C:6]1[C:11]([Cl:12])=[CH:10][CH:9]=[CH:8][CH:7]=1)=[O:4].[BrH:28]. The yield is 0.823. (9) The reactants are [C:1]([N:8]1[CH2:12][CH2:11][CH:10]([C:13]([OH:15])=O)[CH2:9]1)([O:3][C:4]([CH3:7])([CH3:6])[CH3:5])=[O:2].[NH:16]1[CH2:21][CH2:20][O:19][CH2:18][CH2:17]1. The catalyst is CCOC(C)=O.CO. The product is [C:4]([O:3][C:1]([N:8]1[CH2:12][CH2:11][CH:10]([C:13]([N:16]2[CH2:21][CH2:20][O:19][CH2:18][CH2:17]2)=[O:15])[CH2:9]1)=[O:2])([CH3:5])([CH3:6])[CH3:7]. The yield is 0.620.